Dataset: Catalyst prediction with 721,799 reactions and 888 catalyst types from USPTO. Task: Predict which catalyst facilitates the given reaction. (1) Reactant: [CH3:1][C:2]1[S:6][C:5]([CH2:7][C:8](O)=[O:9])=[CH:4][CH:3]=1.[H-].[H-].[H-].[H-].[Li+].[Al+3]. Product: [CH3:1][C:2]1[S:6][C:5]([CH2:7][CH2:8][OH:9])=[CH:4][CH:3]=1. The catalyst class is: 1. (2) Reactant: [Br:1][C:2]1[C:3]([OH:21])=[CH:4][C:5]2[NH:11][C:10](=[O:12])[CH2:9][N:8]=[C:7]([C:13]3[CH:18]=[CH:17][CH:16]=[CH:15][C:14]=3[Cl:19])[C:6]=2[CH:20]=1.[O:22]1[CH2:26]C[CH2:24][CH2:23]1.C1(P(C2C=CC=CC=2)C2C=CC=CC=2)C=CC=CC=1.N(C(OC(C)C)=O)=NC(OC(C)C)=O. Product: [Br:1][C:2]1[C:3]([O:21][CH2:24][CH2:23][O:22][CH3:26])=[CH:4][C:5]2[NH:11][C:10](=[O:12])[CH2:9][N:8]=[C:7]([C:13]3[CH:18]=[CH:17][CH:16]=[CH:15][C:14]=3[Cl:19])[C:6]=2[CH:20]=1. The catalyst class is: 141. (3) Reactant: [NH2:1][CH2:2][C:3]1[CH:8]=[CH:7][C:6]([S:9]([N:12]([C:25]2[N:26]=[CH:27][C:28]3[C:33]([C:34]=2[CH:35]2[CH2:37][CH2:36]2)=[CH:32][CH:31]=[CH:30][CH:29]=3)[CH2:13][C:14]2[CH:19]=[CH:18][C:17]([O:20][C:21]([F:24])([F:23])[F:22])=[CH:16][CH:15]=2)(=[O:11])=[O:10])=[CH:5][CH:4]=1.C(N(CC)CC)C.[F:45][C:46]([F:59])([F:58])[S:47](O[S:47]([C:46]([F:59])([F:58])[F:45])(=[O:49])=[O:48])(=[O:49])=[O:48].C(OCC)(=O)C. Product: [CH:35]1([C:34]2[C:33]3[C:28](=[CH:29][CH:30]=[CH:31][CH:32]=3)[CH:27]=[N:26][C:25]=2[N:12]([CH2:13][C:14]2[CH:15]=[CH:16][C:17]([O:20][C:21]([F:24])([F:22])[F:23])=[CH:18][CH:19]=2)[S:9]([C:6]2[CH:5]=[CH:4][C:3]([CH2:2][NH:1][S:47]([C:46]([F:59])([F:58])[F:45])(=[O:49])=[O:48])=[CH:8][CH:7]=2)(=[O:10])=[O:11])[CH2:37][CH2:36]1. The catalyst class is: 46. (4) Reactant: [CH3:1][O:2][C:3]1[CH:4]=[C:5]([O:16][C:17]2[CH:18]=[N:19][C:20]([S:23]([CH3:26])(=[O:25])=[O:24])=[CH:21][CH:22]=2)[CH:6]=[C:7]2[C:11]=1[NH:10][C:9]([C:12]([O:14]C)=[O:13])=[CH:8]2.[OH-].[Na+]. Product: [CH3:1][O:2][C:3]1[CH:4]=[C:5]([O:16][C:17]2[CH:18]=[N:19][C:20]([S:23]([CH3:26])(=[O:25])=[O:24])=[CH:21][CH:22]=2)[CH:6]=[C:7]2[C:11]=1[NH:10][C:9]([C:12]([OH:14])=[O:13])=[CH:8]2. The catalyst class is: 83. (5) Reactant: C[Si](C)(C)[O-].[K+].[CH3:7][C:8]1([CH3:51])[O:13][C:12]2[CH:14]=[CH:15][C:16]([C@H:18]3[O:22]C(=O)[N:20]([CH2:24][CH2:25][CH2:26][CH2:27][CH2:28][CH2:29][O:30][CH2:31][CH2:32][O:33][CH2:34][C:35]4[CH:36]=[C:37]([NH:41][C:42]([NH:44][C:45]5[CH:50]=[CH:49][CH:48]=[CH:47][CH:46]=5)=[O:43])[CH:38]=[CH:39][CH:40]=4)[CH2:19]3)=[CH:17][C:11]=2[CH2:10][O:9]1.P([O-])([O-])([O-])=O. Product: [CH3:7][C:8]1([CH3:51])[O:13][C:12]2[CH:14]=[CH:15][C:16]([C@@H:18]([OH:22])[CH2:19][NH:20][CH2:24][CH2:25][CH2:26][CH2:27][CH2:28][CH2:29][O:30][CH2:31][CH2:32][O:33][CH2:34][C:35]3[CH:36]=[C:37]([NH:41][C:42]([NH:44][C:45]4[CH:46]=[CH:47][CH:48]=[CH:49][CH:50]=4)=[O:43])[CH:38]=[CH:39][CH:40]=3)=[CH:17][C:11]=2[CH2:10][O:9]1. The catalyst class is: 1. (6) Reactant: [Br:1][C:2]1[N:7]=[CH:6][C:5]([OH:8])=[CH:4][CH:3]=1.I[CH:10]([CH3:12])[CH3:11].C(=O)([O-])[O-].[K+].[K+]. Product: [Br:1][C:2]1[CH:3]=[CH:4][C:5]([O:8][CH:10]([CH3:12])[CH3:11])=[CH:6][N:7]=1. The catalyst class is: 9. (7) Reactant: Br[CH2:2][C:3]1[CH:8]=[C:7]([F:9])[C:6]([CH:10]([CH3:15])[C:11]([O:13]C)=[O:12])=[C:5]([F:16])[CH:4]=1.[O:17]=[C:18]1[CH2:22][CH2:21][CH2:20][CH:19]1C(OC)=O.C(=O)([O-])[O-].[K+].[K+]. Product: [F:9][C:7]1[CH:8]=[C:3]([CH2:2][CH:19]2[CH2:20][CH2:21][CH2:22][C:18]2=[O:17])[CH:4]=[C:5]([F:16])[C:6]=1[CH:10]([CH3:15])[C:11]([OH:13])=[O:12]. The catalyst class is: 21. (8) Reactant: [I:1]N1C(=O)CCC1=O.[CH3:9][N:10]1[N:14]=[N:13][C:12]([C:15]2[CH:20]=[CH:19][N:18]3[CH:21]=[CH:22][N:23]=[C:17]3[CH:16]=2)=[N:11]1. Product: [I:1][C:21]1[N:18]2[CH:19]=[CH:20][C:15]([C:12]3[N:13]=[N:14][N:10]([CH3:9])[N:11]=3)=[CH:16][C:17]2=[N:23][CH:22]=1. The catalyst class is: 3. (9) The catalyst class is: 139. Reactant: [OH:1][C:2]1[CH:3]=[C:4]2[C:9](=[CH:10][CH:11]=1)[N:8]=[C:7]([C:12]1[CH:17]=[CH:16][CH:15]=[C:14]([O:18][CH3:19])[CH:13]=1)[N:6]([CH2:20][C:21]([NH:23][CH:24]([CH3:26])[CH3:25])=[O:22])[C:5]2=[O:27].[C:28]([N:35]1[CH2:40][CH2:39][CH2:38][CH2:37][CH:36]1[CH2:41][CH2:42]O)([O:30][C:31]([CH3:34])([CH3:33])[CH3:32])=[O:29].C1(P(C2C=CC=CC=2)C2C=CC=CC=2)C=CC=CC=1.CC(OC(/N=N/C(OC(C)C)=O)=O)C. Product: [C:31]([O:30][C:28]([N:35]1[CH2:40][CH2:39][CH2:38][CH2:37][CH:36]1[CH2:41][CH2:42][O:1][C:2]1[CH:3]=[C:4]2[C:9](=[CH:10][CH:11]=1)[N:8]=[C:7]([C:12]1[CH:17]=[CH:16][CH:15]=[C:14]([O:18][CH3:19])[CH:13]=1)[N:6]([CH2:20][C:21](=[O:22])[NH:23][CH:24]([CH3:25])[CH3:26])[C:5]2=[O:27])=[O:29])([CH3:34])([CH3:33])[CH3:32].